The task is: Predict the product of the given reaction.. This data is from Forward reaction prediction with 1.9M reactions from USPTO patents (1976-2016). (1) Given the reactants [SH:1][C:2]1[CH:7]=[CH:6][C:5]([B:8]([OH:10])[OH:9])=[CH:4][CH:3]=1.Br[CH2:12][C:13]1[CH:20]=[CH:19][CH:18]=[CH:17][C:14]=1[C:15]#[N:16].C(=O)([O-])[O-].[K+].[K+], predict the reaction product. The product is: [C:15]([C:14]1[CH:17]=[CH:18][CH:19]=[CH:20][C:13]=1[CH2:12][S:1][C:2]1[CH:7]=[CH:6][C:5]([B:8]([OH:10])[OH:9])=[CH:4][CH:3]=1)#[N:16]. (2) Given the reactants [CH:1]1([CH:4]([C:6]2[CH:7]=[N:8][C:9]([C:12]3[C:21]4[C:16](=[CH:17][CH:18]=[CH:19][CH:20]=4)[CH:15]=[CH:14][CH:13]=3)=[CH:10][CH:11]=2)O)[CH2:3][CH2:2]1.[CH:22]1[N:26]=[CH:25][N:24](C([N:24]2[CH:25]=[N:26][CH:22]=[CH:23]2)=O)[CH:23]=1, predict the reaction product. The product is: [CH:1]1([CH:4]([N:24]2[CH:23]=[CH:22][N:26]=[CH:25]2)[C:6]2[CH:11]=[CH:10][C:9]([C:12]3[C:21]4[C:16](=[CH:17][CH:18]=[CH:19][CH:20]=4)[CH:15]=[CH:14][CH:13]=3)=[N:8][CH:7]=2)[CH2:3][CH2:2]1. (3) Given the reactants [CH3:1][C:2]1[N:6]=[C:5]([CH3:7])[S:4][C:3]=1/[CH:8]=[CH:9]/[C:10](N(C)C)=O.[N+]([O-])(O)=O.[N+:19]([C:22]1[CH:23]=[C:24]([NH:28][C:29]([NH2:31])=[NH:30])[CH:25]=[CH:26][CH:27]=1)([O-:21])=[O:20].[OH-].[Na+], predict the reaction product. The product is: [CH3:7][C:5]1[S:4][C:3]([C:8]2[CH:9]=[CH:10][N:31]=[C:29]([NH:28][C:24]3[CH:25]=[CH:26][CH:27]=[C:22]([N+:19]([O-:21])=[O:20])[CH:23]=3)[N:30]=2)=[C:2]([CH3:1])[N:6]=1. (4) Given the reactants [CH3:1][C:2]1([CH3:12])[O:6][C:5](=[CH:7][C:8](Cl)=[O:9])[C:4](=[O:11])[O:3]1.[F:13][C:14]1[CH:19]=[CH:18][C:17]([CH2:20][CH2:21][NH:22][O:23][CH3:24])=[CH:16][CH:15]=1, predict the reaction product. The product is: [CH3:1][C:2]1([CH3:12])[O:6][C:5](=[CH:7][C:8]([N:22]([CH2:21][CH2:20][C:17]2[CH:18]=[CH:19][C:14]([F:13])=[CH:15][CH:16]=2)[O:23][CH3:24])=[O:9])[C:4](=[O:11])[O:3]1. (5) Given the reactants CO.[NH2:3][OH:4].[C-]#N.[K+].[C:8](O)(=O)[CH2:9][C:10]([CH2:15][C:16]([OH:18])=O)(C(O)=O)O.[CH2:21]1[CH2:25]O[CH2:23][CH2:22]1, predict the reaction product. The product is: [OH:4][NH:3][C:16](=[O:18])[CH2:15][CH2:10][C:9]1[CH:8]=[CH:25][CH:21]=[CH:22][CH:23]=1. (6) Given the reactants C([O:4][C@@H:5]1[C@H:9]([O:10][CH2:11][C:12]2[CH:17]=[CH:16][CH:15]=[CH:14][CH:13]=2)[C@:8]([CH2:21][O:22][CH2:23][C:24]2[CH:29]=[CH:28][CH:27]=[CH:26][CH:25]=2)([CH:18]([F:20])[F:19])[O:7][C@H:6]1[N:30]1[CH:38]=[N:37][C:36]2[C:31]1=[N:32][CH:33]=[N:34][C:35]=2[NH:39]C(=O)C1C=CC=CC=1)(=O)C.CO, predict the reaction product. The product is: [NH2:39][C:35]1[N:34]=[CH:33][N:32]=[C:31]2[C:36]=1[N:37]=[CH:38][N:30]2[C@H:6]1[C@H:5]([OH:4])[C@H:9]([O:10][CH2:11][C:12]2[CH:13]=[CH:14][CH:15]=[CH:16][CH:17]=2)[C@:8]([CH2:21][O:22][CH2:23][C:24]2[CH:29]=[CH:28][CH:27]=[CH:26][CH:25]=2)([CH:18]([F:20])[F:19])[O:7]1. (7) Given the reactants [H-].[CH2:2]([Al+]CC(C)C)[CH:3](C)C.[O:11]1[CH2:16][CH2:15][CH2:14][CH2:13][CH:12]1[N:17]1[C:21]([C:22]([O-:24])=[O:23])=[CH:20][C:19]([C:25]([O-:27])=O)=[N:18]1, predict the reaction product. The product is: [OH:27][CH2:25][C:19]1[CH:20]=[C:21]([C:22]([O:24][CH2:2][CH3:3])=[O:23])[N:17]([CH:12]2[CH2:13][CH2:14][CH2:15][CH2:16][O:11]2)[N:18]=1. (8) Given the reactants C([C:3]1[CH:8]=[C:7]([NH:9][C:10]2[N:15]=[C:14]([C:16]3[CH:17]=[CH:18][C:19]([O:24][CH:25]4[CH2:30][CH2:29][O:28][CH2:27][CH2:26]4)=[C:20]([CH:23]=3)[C:21]#[N:22])[CH:13]=[CH:12][N:11]=2)[CH:6]=[CH:5][N:4]=1)=O.OCC1C=C(NC2N=C(C3C=C[C:49]([O:54][CH:55]4[CH2:60]COC[CH2:56]4)=C(C=3)C#N)C=CN=2)C=CN=1.[C:61](#[N:63])C, predict the reaction product. The product is: [CH3:49][O:54][CH:55]1[CH2:56][N:63]([CH2:61][C:3]2[CH:8]=[C:7]([NH:9][C:10]3[N:15]=[C:14]([C:16]4[CH:17]=[CH:18][C:19]([O:24][CH:25]5[CH2:30][CH2:29][O:28][CH2:27][CH2:26]5)=[C:20]([CH:23]=4)[C:21]#[N:22])[CH:13]=[CH:12][N:11]=3)[CH:6]=[CH:5][N:4]=2)[CH2:60]1.